From a dataset of Catalyst prediction with 721,799 reactions and 888 catalyst types from USPTO. Predict which catalyst facilitates the given reaction. (1) Reactant: FC(F)(F)C(C(O)=O)=O.[NH2:10][CH:11]([CH2:32][C:33]1[CH:38]=[CH:37][C:36]([Cl:39])=[CH:35][CH:34]=1)[C:12]([N:14]1[CH2:19][CH2:18][N:17]([C:20]2[CH:25]=[CH:24][CH:23]=[CH:22][C:21]=2[CH2:26][N:27]2[CH:31]=[N:30][CH:29]=[N:28]2)[CH2:16][CH2:15]1)=[O:13].[CH:40]([N:43]1[CH2:51][C:50]2[C:45](=[CH:46][CH:47]=[CH:48][CH:49]=2)[CH:44]1[CH2:52][C:53](O)=[O:54])([CH3:42])[CH3:41].CN(C(ON1N=NC2C=CC=NC1=2)=[N+](C)C)C.F[P-](F)(F)(F)(F)F.CCN(C(C)C)C(C)C. Product: [Cl:39][C:36]1[CH:35]=[CH:34][C:33]([CH2:32][CH:11]([NH:10][C:53](=[O:54])[CH2:52][C@@H:44]2[C:45]3[C:50](=[CH:49][CH:48]=[CH:47][CH:46]=3)[CH2:51][N:43]2[CH:40]([CH3:41])[CH3:42])[C:12](=[O:13])[N:14]2[CH2:19][CH2:18][N:17]([C:20]3[CH:25]=[CH:24][CH:23]=[CH:22][C:21]=3[CH2:26][N:27]3[CH:31]=[N:30][CH:29]=[N:28]3)[CH2:16][CH2:15]2)=[CH:38][CH:37]=1. The catalyst class is: 2. (2) Reactant: [CH2:1]([C@H:3]1[N:8]([C:9]([O:11][C:12]([CH3:15])([CH3:14])[CH3:13])=[O:10])[CH2:7][C@@H:6]([CH2:16][OH:17])[O:5][CH2:4]1)[CH3:2].CC1(C)N([O])C(C)(C)CCC1.C(OI(C1C=CC=CC=1)OC(=O)C)(=[O:31])C. Product: [CH3:14][C:12]([O:11][C:9]([N:8]1[C@H:3]([CH2:1][CH3:2])[CH2:4][O:5][C@H:6]([C:16]([OH:31])=[O:17])[CH2:7]1)=[O:10])([CH3:13])[CH3:15]. The catalyst class is: 2.